This data is from Full USPTO retrosynthesis dataset with 1.9M reactions from patents (1976-2016). The task is: Predict the reactants needed to synthesize the given product. (1) Given the product [Br:10][C:11]1[CH:16]=[CH:15][C:14]([C:2]2[C:3]([C:4]#[N:5])=[CH:6][CH:7]=[CH:8][CH:9]=2)=[CH:13][CH:12]=1, predict the reactants needed to synthesize it. The reactants are: I[C:2]1[CH:9]=[CH:8][CH:7]=[CH:6][C:3]=1[C:4]#[N:5].[Br:10][C:11]1[CH:16]=[CH:15][C:14](B(O)O)=[CH:13][CH:12]=1.C(=O)([O-])[O-].[Na+].[Na+]. (2) Given the product [F:32][C:33]1[C:34]([N+:41]([O-:43])=[O:42])=[C:35]([NH:36][C:2]2[C:10]3[O:9][CH2:8][C@@H:7]([N:11]([C:26](=[O:31])[C:27]([F:30])([F:29])[F:28])[C:12]4[CH:25]=[CH:24][C:15]5[C@H:16]([CH2:19][C:20]([O:22][CH3:23])=[O:21])[CH2:17][O:18][C:14]=5[CH:13]=4)[C:6]=3[CH:5]=[CH:4][CH:3]=2)[CH:37]=[C:38]([F:40])[CH:39]=1, predict the reactants needed to synthesize it. The reactants are: Br[C:2]1[C:10]2[O:9][CH2:8][C@@H:7]([N:11]([C:26](=[O:31])[C:27]([F:30])([F:29])[F:28])[C:12]3[CH:25]=[CH:24][C:15]4[C@H:16]([CH2:19][C:20]([O:22][CH3:23])=[O:21])[CH2:17][O:18][C:14]=4[CH:13]=3)[C:6]=2[CH:5]=[CH:4][CH:3]=1.[F:32][C:33]1[C:34]([N+:41]([O-:43])=[O:42])=[C:35]([CH:37]=[C:38]([F:40])[CH:39]=1)[NH2:36].P([O-])([O-])([O-])=O.[K+].[K+].[K+]. (3) Given the product [ClH:16].[CH3:1][N:2]([CH3:15])[C@H:3]1[CH2:7][CH2:6][NH:5][CH2:4]1, predict the reactants needed to synthesize it. The reactants are: [CH3:1][N:2]([CH3:15])[C@H:3]1[CH2:7][CH2:6][N:5](C(OCCCC)=O)[CH2:4]1.[ClH:16]. (4) Given the product [Cl:13][C:7]1[C:6]([OH:5])=[C:11]([C:6](=[O:5])[CH2:7][CH3:8])[CH:10]=[CH:9][C:8]=1[Cl:12], predict the reactants needed to synthesize it. The reactants are: C([O:5][C:6]1[CH:11]=[CH:10][CH:9]=[C:8]([Cl:12])[C:7]=1[Cl:13])(=O)CC.[Cl-].[Cl-].[Cl-].[Al+3].Cl. (5) The reactants are: [Br:1][C:2]1[CH:18]=[CH:17][C:5]([C:6]([NH:8][NH:9]C(OC(C)(C)C)=O)=[O:7])=[C:4]([C:19]([F:22])([F:21])[F:20])[CH:3]=1.Cl.C(=O)([O-])O.[Na+]. Given the product [Br:1][C:2]1[CH:18]=[CH:17][C:5]([C:6]([NH:8][NH2:9])=[O:7])=[C:4]([C:19]([F:20])([F:21])[F:22])[CH:3]=1, predict the reactants needed to synthesize it.